Dataset: Forward reaction prediction with 1.9M reactions from USPTO patents (1976-2016). Task: Predict the product of the given reaction. Given the reactants Cl.[Br:2][C:3]1[CH:8]=[CH:7][CH:6]=[CH:5][C:4]=1[NH:9][NH2:10].O[CH:12]=[C:13]1[CH2:18][CH2:17][CH2:16][CH2:15][C:14]1=O, predict the reaction product. The product is: [Br:2][C:3]1[CH:8]=[CH:7][CH:6]=[CH:5][C:4]=1[N:9]1[C:14]2[CH2:15][CH2:16][CH2:17][CH2:18][C:13]=2[CH:12]=[N:10]1.